From a dataset of NCI-60 drug combinations with 297,098 pairs across 59 cell lines. Regression. Given two drug SMILES strings and cell line genomic features, predict the synergy score measuring deviation from expected non-interaction effect. (1) Drug 1: C1=CC(=CC=C1CCCC(=O)O)N(CCCl)CCCl. Drug 2: CN1C(=O)N2C=NC(=C2N=N1)C(=O)N. Cell line: K-562. Synergy scores: CSS=9.51, Synergy_ZIP=-4.51, Synergy_Bliss=-4.85, Synergy_Loewe=-18.2, Synergy_HSA=-8.98. (2) Drug 1: CCC1(CC2CC(C3=C(CCN(C2)C1)C4=CC=CC=C4N3)(C5=C(C=C6C(=C5)C78CCN9C7C(C=CC9)(C(C(C8N6C)(C(=O)OC)O)OC(=O)C)CC)OC)C(=O)OC)O.OS(=O)(=O)O. Drug 2: C1CCC(C(C1)N)N.C(=O)(C(=O)[O-])[O-].[Pt+4]. Cell line: PC-3. Synergy scores: CSS=22.5, Synergy_ZIP=-8.10, Synergy_Bliss=0.912, Synergy_Loewe=5.48, Synergy_HSA=3.35. (3) Drug 1: CN(C(=O)NC(C=O)C(C(C(CO)O)O)O)N=O. Drug 2: C1CNP(=O)(OC1)N(CCCl)CCCl. Cell line: SN12C. Synergy scores: CSS=2.46, Synergy_ZIP=-2.11, Synergy_Bliss=-4.23, Synergy_Loewe=-0.309, Synergy_HSA=-3.40. (4) Drug 1: CC1C(C(=O)NC(C(=O)N2CCCC2C(=O)N(CC(=O)N(C(C(=O)O1)C(C)C)C)C)C(C)C)NC(=O)C3=C4C(=C(C=C3)C)OC5=C(C(=O)C(=C(C5=N4)C(=O)NC6C(OC(=O)C(N(C(=O)CN(C(=O)C7CCCN7C(=O)C(NC6=O)C(C)C)C)C)C(C)C)C)N)C. Drug 2: CC=C1C(=O)NC(C(=O)OC2CC(=O)NC(C(=O)NC(CSSCCC=C2)C(=O)N1)C(C)C)C(C)C. Cell line: HCT-15. Synergy scores: CSS=-6.62, Synergy_ZIP=2.20, Synergy_Bliss=-0.248, Synergy_Loewe=-3.51, Synergy_HSA=-4.00. (5) Drug 1: CC1CCC2CC(C(=CC=CC=CC(CC(C(=O)C(C(C(=CC(C(=O)CC(OC(=O)C3CCCCN3C(=O)C(=O)C1(O2)O)C(C)CC4CCC(C(C4)OC)O)C)C)O)OC)C)C)C)OC. Drug 2: CC1=C2C(C(=O)C3(C(CC4C(C3C(C(C2(C)C)(CC1OC(=O)C(C(C5=CC=CC=C5)NC(=O)C6=CC=CC=C6)O)O)OC(=O)C7=CC=CC=C7)(CO4)OC(=O)C)O)C)OC(=O)C. Cell line: 786-0. Synergy scores: CSS=14.9, Synergy_ZIP=-1.43, Synergy_Bliss=1.81, Synergy_Loewe=0.0207, Synergy_HSA=1.91. (6) Cell line: EKVX. Drug 1: CCN(CC)CCNC(=O)C1=C(NC(=C1C)C=C2C3=C(C=CC(=C3)F)NC2=O)C. Synergy scores: CSS=3.01, Synergy_ZIP=-3.00, Synergy_Bliss=-6.53, Synergy_Loewe=-1.33, Synergy_HSA=-4.58. Drug 2: CNC(=O)C1=NC=CC(=C1)OC2=CC=C(C=C2)NC(=O)NC3=CC(=C(C=C3)Cl)C(F)(F)F.